Predict the reaction yield, written as a fraction of the theoretical maximum amount of product (1.0 means a 100% yield; for example, 0.34 means a 34% yield). From a dataset of Reaction yield outcomes from USPTO patents with 853,638 reactions. (1) The reactants are [Cl:1][C:2]1[CH:7]=[CH:6][C:5]([C:8]2[C:12]([CH2:13][O:14][C:15]3[CH:23]=[CH:22][C:18]([C:19]([OH:21])=O)=[CH:17][N:16]=3)=[C:11]([CH3:24])[O:10][N:9]=2)=[CH:4][CH:3]=1.CC1O[N:29]=[C:28]([C:31]2C=CC=CC=2)[C:27]=1COC1C=CC(C(O)=O)=CN=1.C(N)(C)C. No catalyst specified. The product is [Cl:1][C:2]1[CH:3]=[CH:4][C:5]([C:8]2[C:12]([CH2:13][O:14][C:15]3[CH:23]=[CH:22][C:18]([C:19]([NH:29][CH:28]([CH3:31])[CH3:27])=[O:21])=[CH:17][N:16]=3)=[C:11]([CH3:24])[O:10][N:9]=2)=[CH:6][CH:7]=1. The yield is 0.760. (2) The reactants are [F:1][C:2]([F:19])([F:18])[C:3]1[CH:4]=[C:5]([C:13]2[N:17]=[CH:16][NH:15][N:14]=2)[CH:6]=[C:7]([C:9]([F:12])([F:11])[F:10])[CH:8]=1.C1N2CCN(CC2)C1.[F:28][C:29]1([F:38])[CH2:32][N:31]([C:33](=[O:37])/[CH:34]=[CH:35]\I)[CH2:30]1.C(OCC)(=O)C.CCCCCC. The catalyst is CN(C=O)C. The product is [F:19][C:2]([F:1])([F:18])[C:3]1[CH:4]=[C:5]([C:13]2[N:17]=[CH:16][N:15](/[CH:35]=[CH:34]\[C:33]([N:31]3[CH2:32][C:29]([F:38])([F:28])[CH2:30]3)=[O:37])[N:14]=2)[CH:6]=[C:7]([C:9]([F:10])([F:12])[F:11])[CH:8]=1. The yield is 0.256. (3) The reactants are CN(C)[CH:3]=[O:4].P(Cl)(Cl)(Cl)=O.[C:11]1([N:17]2[CH2:22][CH2:21][CH2:20][CH2:19][CH2:18]2)[CH:16]=[CH:15][CH:14]=[CH:13][CH:12]=1. No catalyst specified. The product is [N:17]1([C:11]2[CH:16]=[CH:15][C:14]([CH:3]=[O:4])=[CH:13][CH:12]=2)[CH2:22][CH2:21][CH2:20][CH2:19][CH2:18]1. The yield is 0.400.